This data is from Catalyst prediction with 721,799 reactions and 888 catalyst types from USPTO. The task is: Predict which catalyst facilitates the given reaction. Reactant: [CH3:1][O:2][C:3]1[CH:8]=[CH:7][C:6]([S:9]([NH:12][C:13]([CH3:18])([CH3:17])[C:14]([OH:16])=[O:15])(=[O:11])=[O:10])=[CH:5][CH:4]=1.C(N(CC)CC)C.F[P-](F)(F)(F)(F)F.[N:33]1([O:42][P+](N(C)C)(N(C)C)N(C)C)C2C=CC=CC=2N=N1.Cl.[CH2:54]([O:61][NH2:62])[C:55]1[CH:60]=[CH:59][CH:58]=[CH:57][CH:56]=1. Product: [OH:42][NH:33][C:14](=[O:15])[C:13]([NH:12][S:9]([C:6]1[CH:7]=[CH:8][C:3]([O:2][CH3:1])=[CH:4][CH:5]=1)(=[O:11])=[O:10])([CH3:18])[CH3:17].[CH2:54]([O:61][NH:62][C:14](=[O:16])[C:13]([NH:12][S:9]([C:6]1[CH:5]=[CH:4][C:3]([O:2][CH3:1])=[CH:8][CH:7]=1)(=[O:10])=[O:11])([CH3:18])[CH3:17])[C:55]1[CH:60]=[CH:59][CH:58]=[CH:57][CH:56]=1. The catalyst class is: 2.